This data is from Human liver microsome stability data. The task is: Regression/Classification. Given a drug SMILES string, predict its absorption, distribution, metabolism, or excretion properties. Task type varies by dataset: regression for continuous measurements (e.g., permeability, clearance, half-life) or binary classification for categorical outcomes (e.g., BBB penetration, CYP inhibition). Dataset: hlm. (1) The compound is CS(=O)(=O)Nc1ccc2c(c1)S(=O)(=O)NC(C1=C(O)[C@@H]3[C@@H]([C@H]4CC[C@@H]3O4)N(Cc3ccc(F)cc3)C1=O)=N2. The result is 0 (unstable in human liver microsomes). (2) The compound is COc1cc(C(=O)c2csc(-c3ccccc3)n2)cc(OC)c1OCCN. The result is 0 (unstable in human liver microsomes). (3) The molecule is O=C(N[C@@H](Cc1c[nH]c2ccccc12)C(=O)Nc1ccncc1)C1CCCCC1. The result is 1 (stable in human liver microsomes). (4) The molecule is CC[C@@H]1C[C@@H](C(=O)NCc2cccc(N)n2)CN(Cc2nc(N3CCOCC3)oc2C)C1. The result is 1 (stable in human liver microsomes).